From a dataset of Full USPTO retrosynthesis dataset with 1.9M reactions from patents (1976-2016). Predict the reactants needed to synthesize the given product. (1) The reactants are: [N:1]1([C:7]2[S:8][C:9]3[CH:15]=[C:14]([OH:16])[CH:13]=[CH:12][C:10]=3[N:11]=2)[CH2:6][CH2:5][O:4][CH2:3][CH2:2]1.[CH2:17]([O:19][C:20](=[O:22])[CH3:21])[CH3:18].[C:23](=[O:26])([O-])[O-].[K+].[K+].[CH3:29][C:30]([N:32](C)C)=[O:31]. Given the product [CH2:17]([O:19][C:20](=[O:22])[CH2:21][N:32]1[C:30](=[O:31])[C:29]2[C:12](=[CH:10][CH:9]=[C:15]([O:16][C:14]3[CH:13]=[CH:12][C:10]4[N:11]=[C:7]([N:1]5[CH2:2][CH2:3][O:4][CH2:5][CH2:6]5)[S:8][C:9]=4[CH:15]=3)[CH:14]=2)[C:23]1=[O:26])[CH3:18], predict the reactants needed to synthesize it. (2) Given the product [CH2:1]([O:7][CH2:8][CH2:9][CH2:10][CH2:11][CH2:12][CH2:13][CH2:14][CH2:15][N:16]1[C:20]2=[N:21][CH:22]=[CH:23][CH:24]=[C:19]2[N:18]=[CH:17]1)[CH2:2][CH2:3][CH2:4][CH2:5][CH3:6], predict the reactants needed to synthesize it. The reactants are: [CH2:1]([O:7][CH2:8][CH2:9][CH2:10][CH2:11][CH2:12][CH2:13][CH2:14][CH2:15][N:16]1[C:24]2[CH:23]=[CH:22][N:21]=[CH:20][C:19]=2[N:18]=[CH:17]1)[CH2:2][CH2:3][CH2:4][CH2:5][CH3:6].ClC1C([N+]([O-])=O)=CC=CN=1.C(OCCCCCCCCN)CCCCC.C1(P(Cl)(Cl)=O)C=CC=CC=1. (3) Given the product [CH3:16][C:12]1[NH:11][C:4]([CH3:9])=[CH:5][C:6](=[O:8])[C:13]=1[C:14]#[N:15], predict the reactants needed to synthesize it. The reactants are: CC1(C)O[C:6](=[O:8])[CH:5]=[C:4]([CH3:9])O1.[NH2:11]/[C:12](/[CH3:16])=[CH:13]/[C:14]#[N:15]. (4) The reactants are: Cl.[F:2][C:3]([F:20])([F:19])[C:4]1[CH:5]=[CH:6][C:7]([N:10]2[CH:18]=[C:13]3[CH2:14][NH:15][CH2:16][CH2:17][C:12]3=[N:11]2)=[N:8][CH:9]=1.C(N(CC)CC)C.[Cl:28][CH2:29][C:30](Cl)=[O:31].O. Given the product [Cl:28][CH2:29][C:30]([N:15]1[CH2:16][CH2:17][C:12]2=[N:11][N:10]([C:7]3[CH:6]=[CH:5][C:4]([C:3]([F:19])([F:2])[F:20])=[CH:9][N:8]=3)[CH:18]=[C:13]2[CH2:14]1)=[O:31], predict the reactants needed to synthesize it. (5) Given the product [CH3:1][C:2]1[CH:14]=[C:13]([S:15][CH2:16][C:17]2[S:21][C:20]([C:22]3[CH:23]=[CH:24][C:25]([C:28]([F:31])([F:29])[F:30])=[CH:26][CH:27]=3)=[N:19][C:18]=2[CH3:32])[CH:12]=[CH:11][C:3]=1[O:4][CH2:5][C:6]([OH:8])=[O:7], predict the reactants needed to synthesize it. The reactants are: [CH3:1][C:2]1[CH:14]=[C:13]([S:15][CH2:16][C:17]2[S:21][C:20]([C:22]3[CH:27]=[CH:26][C:25]([C:28]([F:31])([F:30])[F:29])=[CH:24][CH:23]=3)=[N:19][C:18]=2[CH3:32])[CH:12]=[CH:11][C:3]=1[O:4][CH2:5][C:6]([O:8]CC)=[O:7].[OH-].[Na+].Cl.